This data is from Reaction yield outcomes from USPTO patents with 853,638 reactions. The task is: Predict the reaction yield, written as a fraction of the theoretical maximum amount of product (1.0 means a 100% yield; for example, 0.34 means a 34% yield). The reactants are Cl.Cl[CH2:3][C:4]1[N:5]([CH:9]2[CH2:13][CH2:12][CH2:11][O:10]2)[CH:6]=[CH:7][N:8]=1.[CH3:14][O:15][C:16]1[CH:17]=[C:18]([OH:22])[CH:19]=[CH:20][CH:21]=1.CS(C)=O.C([O-])([O-])=O.[K+].[K+]. The catalyst is O. The product is [CH3:14][O:15][C:16]1[CH:17]=[C:18]([CH:19]=[CH:20][CH:21]=1)[O:22][CH2:3][C:4]1[N:5]([CH:9]2[CH2:13][CH2:12][CH2:11][O:10]2)[CH:6]=[CH:7][N:8]=1. The yield is 0.410.